Dataset: Catalyst prediction with 721,799 reactions and 888 catalyst types from USPTO. Task: Predict which catalyst facilitates the given reaction. (1) Reactant: [F:1][CH:2]([F:17])[C:3]1[C:4]([C:11]2[CH:12]=[N:13][N:14]([CH3:16])[CH:15]=2)=[CH:5][C:6]([F:10])=[C:7]([CH:9]=1)[NH2:8].Br[C:19]1[C:23]2[CH2:24][N:25]([C:28](=[O:30])[CH3:29])[CH2:26][CH2:27][C:22]=2[N:21]([CH:31]2[CH2:34][O:33][CH2:32]2)[N:20]=1.C1(P(C2CCCCC2)C2C(OC)=CC=C(OC)C=2C2C(C(C)C)=CC(C(C)C)=CC=2C(C)C)CCCCC1.COC(C)(C)C.CC([O-])(C)C.[Na+]. Product: [F:17][CH:2]([F:1])[C:3]1[C:4]([C:11]2[CH:12]=[N:13][N:14]([CH3:16])[CH:15]=2)=[CH:5][C:6]([F:10])=[C:7]([CH:9]=1)[NH:8][C:19]1[C:23]2[CH2:24][N:25]([C:28](=[O:30])[CH3:29])[CH2:26][CH2:27][C:22]=2[N:21]([CH:31]2[CH2:32][O:33][CH2:34]2)[N:20]=1. The catalyst class is: 38. (2) Reactant: [CH3:1][O:2][C:3]([C:5]1[N:6]=[CH:7][NH:8][CH:9]=1)=[O:4].[H-].[Na+].F[C:13]1[CH:18]=[CH:17][CH:16]=[C:15]([N+:19]([O-:21])=[O:20])[CH:14]=1. Product: [CH3:1][O:2][C:3]([C:5]1[N:6]=[CH:7][N:8]([C:13]2[CH:18]=[CH:17][CH:16]=[C:15]([N+:19]([O-:21])=[O:20])[CH:14]=2)[CH:9]=1)=[O:4]. The catalyst class is: 5.